From a dataset of NCI-60 drug combinations with 297,098 pairs across 59 cell lines. Regression. Given two drug SMILES strings and cell line genomic features, predict the synergy score measuring deviation from expected non-interaction effect. (1) Drug 1: C1CCC(C1)C(CC#N)N2C=C(C=N2)C3=C4C=CNC4=NC=N3. Drug 2: CCC1=C2CN3C(=CC4=C(C3=O)COC(=O)C4(CC)O)C2=NC5=C1C=C(C=C5)O. Cell line: SK-MEL-5. Synergy scores: CSS=17.6, Synergy_ZIP=9.26, Synergy_Bliss=4.32, Synergy_Loewe=-50.0, Synergy_HSA=-10.6. (2) Drug 1: CC(CN1CC(=O)NC(=O)C1)N2CC(=O)NC(=O)C2. Drug 2: C1=CN(C(=O)N=C1N)C2C(C(C(O2)CO)O)O.Cl. Cell line: SK-MEL-2. Synergy scores: CSS=38.0, Synergy_ZIP=-5.96, Synergy_Bliss=-0.0986, Synergy_Loewe=2.63, Synergy_HSA=3.67. (3) Drug 1: CC1C(C(CC(O1)OC2CC(CC3=C2C(=C4C(=C3O)C(=O)C5=C(C4=O)C(=CC=C5)OC)O)(C(=O)CO)O)N)O.Cl. Drug 2: CC1C(C(CC(O1)OC2CC(CC3=C2C(=C4C(=C3O)C(=O)C5=C(C4=O)C(=CC=C5)OC)O)(C(=O)C)O)N)O.Cl. Cell line: OVCAR-8. Synergy scores: CSS=1.11, Synergy_ZIP=2.35, Synergy_Bliss=4.30, Synergy_Loewe=-23.1, Synergy_HSA=-1.40. (4) Drug 1: CCN(CC)CCNC(=O)C1=C(NC(=C1C)C=C2C3=C(C=CC(=C3)F)NC2=O)C. Drug 2: C(CN)CNCCSP(=O)(O)O. Cell line: RPMI-8226. Synergy scores: CSS=22.7, Synergy_ZIP=-2.07, Synergy_Bliss=-7.13, Synergy_Loewe=-38.9, Synergy_HSA=-10.6. (5) Drug 1: C1CCC(CC1)NC(=O)N(CCCl)N=O. Drug 2: CC1=C(C(CCC1)(C)C)C=CC(=CC=CC(=CC(=O)O)C)C. Cell line: OVCAR3. Synergy scores: CSS=4.69, Synergy_ZIP=-2.38, Synergy_Bliss=-1.69, Synergy_Loewe=-6.40, Synergy_HSA=-6.11. (6) Drug 1: C1=CC(=CC=C1C#N)C(C2=CC=C(C=C2)C#N)N3C=NC=N3. Drug 2: C1CC(=O)NC(=O)C1N2C(=O)C3=CC=CC=C3C2=O. Cell line: RPMI-8226. Synergy scores: CSS=13.7, Synergy_ZIP=-2.73, Synergy_Bliss=2.00, Synergy_Loewe=4.31, Synergy_HSA=5.18.